From a dataset of Reaction yield outcomes from USPTO patents with 853,638 reactions. Predict the reaction yield, written as a fraction of the theoretical maximum amount of product (1.0 means a 100% yield; for example, 0.34 means a 34% yield). The reactants are [CH3:1][C:2]([O:7]O[Si](CC)(CC)CC)([CH3:6])[CH2:3]CO.[C:16]1(=[O:23])[CH2:21][CH2:20][C:19](=[O:22])[CH2:18][CH2:17]1.C1(C)C=CC(S(O)(=O)=[O:31])=CC=1. The catalyst is C(Cl)(Cl)Cl. The product is [CH3:1][C:2]1([CH3:6])[CH2:3][O:31][C:19]2([CH2:20][CH2:21][C:16](=[O:23])[CH2:17][CH2:18]2)[O:22][O:7]1. The yield is 0.300.